This data is from Forward reaction prediction with 1.9M reactions from USPTO patents (1976-2016). The task is: Predict the product of the given reaction. (1) Given the reactants C([O:4][C@H:5]1[CH2:29][CH2:28][C@@:27]2([CH3:30])[C@@H:7]([CH2:8][C:9](=[O:32])[C:10]3[C@H:11]4[C@:23]([CH3:31])([CH2:24][CH2:25][C:26]=32)[C@@H:14]([C@H:15]([CH3:22])[CH2:16][CH2:17][CH2:18][CH:19]([CH3:21])[CH3:20])[CH2:13][CH2:12]4)[CH2:6]1)(=O)C.Cl.O, predict the reaction product. The product is: [O:32]=[C:9]1[CH2:8][C@@H:7]2[C@:27]([CH3:30])([CH2:28][CH2:29][C@H:5]([OH:4])[CH2:6]2)[C:26]2[CH2:25][CH2:24][C@@:23]3([CH3:31])[C@@H:11]([CH2:12][CH2:13][C@@H:14]3[C@H:15]([CH3:22])[CH2:16][CH2:17][CH2:18][CH:19]([CH3:21])[CH3:20])[C:10]1=2. (2) Given the reactants Br[C:2]1[CH:3]=[C:4]([N:8]2[CH2:16][CH:15]3[CH2:17][N:11]4[CH2:12][CH:13]([CH2:18][CH:9]2[CH2:10]4)[CH2:14]3)[CH:5]=[N:6][CH:7]=1.[F:19][C:20]1[CH:21]=[C:22](B(O)O)[CH:23]=[CH:24][CH:25]=1, predict the reaction product. The product is: [F:19][C:20]1[CH:25]=[C:24]([C:2]2[CH:3]=[C:4]([N:8]3[CH2:16][CH:15]4[CH2:17][N:11]5[CH2:12][CH:13]([CH2:18][CH:9]3[CH2:10]5)[CH2:14]4)[CH:5]=[N:6][CH:7]=2)[CH:23]=[CH:22][CH:21]=1. (3) The product is: [N:11]([C:8]1[CH:9]=[CH:10][C:5]([S:2]([CH3:1])(=[O:3])=[O:4])=[CH:6][CH:7]=1)=[C:12]=[S:13]. Given the reactants [CH3:1][S:2]([C:5]1[CH:10]=[CH:9][C:8]([NH2:11])=[CH:7][CH:6]=1)(=[O:4])=[O:3].[C:12](Cl)(Cl)=[S:13], predict the reaction product. (4) Given the reactants [Cl:1][C:2]1[CH:7]=[C:6]([N+:8]([O-])=O)[CH:5]=[CH:4][C:3]=1F.[N:12]1[S:13][CH:14]=[C:15]2[C:20]([OH:21])=[CH:19][CH:18]=[CH:17][C:16]=12.C(=O)([O-])[O-].[K+].[K+].O, predict the reaction product. The product is: [N:12]1[S:13][CH:14]=[C:15]2[C:20]([O:21][C:3]3[CH:4]=[CH:5][C:6]([NH2:8])=[CH:7][C:2]=3[Cl:1])=[CH:19][CH:18]=[CH:17][C:16]=12. (5) Given the reactants [NH2:1][C:2]1[C:7]([OH:8])=[CH:6][C:5]([Br:9])=[CH:4][N:3]=1.Cl[C:11]1[N:16]2[CH:17]=[N:18][N:19]=[C:15]2[CH:14]=[CH:13][CH:12]=1, predict the reaction product. The product is: [N:19]1[N:18]=[CH:17][N:16]2[C:11]([O:8][C:7]3[C:2]([NH2:1])=[N:3][CH:4]=[C:5]([Br:9])[CH:6]=3)=[CH:12][CH:13]=[CH:14][C:15]=12. (6) Given the reactants [O:1]1[CH2:6][CH2:5][N:4]([C:7](=[O:24])[CH2:8][N:9]2[C:17]3[C:12](=[CH:13][CH:14]=[CH:15][CH:16]=3)[C:11]3[CH:18]=[CH:19][N:20]=[C:21]([CH:22]=O)[C:10]2=3)[CH2:3][CH2:2]1.[N:25]1[C:34]2[C@@H:33]([NH2:35])[CH2:32][CH2:31][CH2:30][C:29]=2[CH:28]=[CH:27][CH:26]=1.C(O[BH-](OC(=O)C)OC(=O)C)(=O)C.[Na+], predict the reaction product. The product is: [O:1]1[CH2:6][CH2:5][N:4]([C:7](=[O:24])[CH2:8][N:9]2[C:17]3[C:12](=[CH:13][CH:14]=[CH:15][CH:16]=3)[C:11]3[CH:18]=[CH:19][N:20]=[C:21]([CH2:22][NH:35][C@@H:33]4[C:34]5[N:25]=[CH:26][CH:27]=[CH:28][C:29]=5[CH2:30][CH2:31][CH2:32]4)[C:10]2=3)[CH2:3][CH2:2]1. (7) Given the reactants [CH3:1][O:2][C:3](=[O:27])[C:4]1[CH:9]=[CH:8][CH:7]=[CH:6][C:5]=1[NH:10][C:11]1[N:15]([C:16]2[CH:21]=[CH:20][CH:19]=[CH:18][C:17]=2[C:22]([F:25])([F:24])[F:23])[N:14]=[C:13]([CH3:26])[CH:12]=1.[Br:28]N1C(C)(C)C(=O)N(Br)C1=O, predict the reaction product. The product is: [CH3:1][O:2][C:3](=[O:27])[C:4]1[CH:9]=[CH:8][CH:7]=[CH:6][C:5]=1[NH:10][C:11]1[N:15]([C:16]2[CH:21]=[CH:20][CH:19]=[CH:18][C:17]=2[C:22]([F:25])([F:23])[F:24])[N:14]=[C:13]([CH3:26])[C:12]=1[Br:28].